Dataset: Full USPTO retrosynthesis dataset with 1.9M reactions from patents (1976-2016). Task: Predict the reactants needed to synthesize the given product. (1) The reactants are: [CH2:1]([Si:4]([CH:11]([CH3:13])[CH3:12])([CH:8]([CH3:10])[CH3:9])[CH:5]([CH3:7])[CH3:6])[CH:2]=[CH2:3].[C:14]([OH:20])(=[O:19])[CH2:15][CH2:16]C=C.ClCCl.CCCCCC. Given the product [CH:11]([Si:4]([CH:5]([CH3:6])[CH3:7])([CH:8]([CH3:10])[CH3:9])[CH2:1][CH:2]=[CH:3][CH2:16][CH2:15][C:14]([OH:20])=[O:19])([CH3:13])[CH3:12], predict the reactants needed to synthesize it. (2) Given the product [CH:4]([C:3]1[N:8]=[C:9]([C:10]([O:12][CH2:13][CH3:14])=[O:11])[S:15][CH:2]=1)([CH3:6])[CH3:5], predict the reactants needed to synthesize it. The reactants are: Br[CH2:2][C:3](=O)[CH:4]([CH3:6])[CH3:5].[NH2:8][C:9](=[S:15])[C:10]([O:12][CH2:13][CH3:14])=[O:11]. (3) The reactants are: C(OC([N:8]([CH2:16][CH2:17][CH2:18][N:19]1[C:23]([C:24]2[CH:29]=[CH:28][C:27]([F:30])=[CH:26][CH:25]=2)=[CH:22][S:21][C:20]1=[N:31][C:32]1[CH:37]=[CH:36][C:35]([Cl:38])=[CH:34][C:33]=1[O:39][CH3:40])[CH2:9][CH2:10][O:11][CH2:12][C:13]([OH:15])=[O:14])=O)(C)(C)C.Cl. Given the product [Cl:38][C:35]1[CH:36]=[CH:37][C:32]([N:31]=[C:20]2[N:19]([CH2:18][CH2:17][CH2:16][NH:8][CH2:9][CH2:10][O:11][CH2:12][C:13]([OH:15])=[O:14])[C:23]([C:24]3[CH:29]=[CH:28][C:27]([F:30])=[CH:26][CH:25]=3)=[CH:22][S:21]2)=[C:33]([O:39][CH3:40])[CH:34]=1, predict the reactants needed to synthesize it. (4) Given the product [BrH:11].[Br:11][CH2:9][C:8]([C:3]1[CH:4]=[N:5][CH:6]=[CH:7][C:2]=1[CH3:1])=[O:10], predict the reactants needed to synthesize it. The reactants are: [CH3:1][C:2]1[CH:7]=[CH:6][N:5]=[CH:4][C:3]=1[C:8](=[O:10])[CH3:9].[BrH:11].BrBr.C(OCC)C. (5) Given the product [CH3:21][N:20]([CH3:22])[C:12]1[C:13]2[CH2:17][C:16]([CH3:19])([CH3:18])[CH2:15][C:14]=2[C:8]2[C:4]3=[N:5][CH:6]=[N:7][C:2]([NH:31][CH2:30][CH2:29][N:23]4[CH2:28][CH2:27][O:26][CH2:25][CH2:24]4)=[C:3]3[S:10][C:9]=2[N:11]=1, predict the reactants needed to synthesize it. The reactants are: Cl[C:2]1[N:7]=[CH:6][N:5]=[C:4]2[C:8]3[C:14]4[CH2:15][C:16]([CH3:19])([CH3:18])[CH2:17][C:13]=4[C:12]([N:20]([CH3:22])[CH3:21])=[N:11][C:9]=3[S:10][C:3]=12.[N:23]1([CH2:29][CH2:30][NH2:31])[CH2:28][CH2:27][O:26][CH2:25][CH2:24]1.